Dataset: Forward reaction prediction with 1.9M reactions from USPTO patents (1976-2016). Task: Predict the product of the given reaction. (1) Given the reactants [F:1][C:2]([F:15])([F:14])[S:3]([O:6]S(C(F)(F)F)(=O)=O)(=[O:5])=[O:4].O[CH2:17][C:18]1([C:24]([O:26][CH2:27][CH3:28])=[O:25])[CH2:23][CH2:22][CH2:21][CH2:20][O:19]1.N1C(C)=CC=CC=1C, predict the reaction product. The product is: [F:1][C:2]([F:15])([F:14])[S:3]([O:6][CH2:17][C:18]1([C:24]([O:26][CH2:27][CH3:28])=[O:25])[CH2:23][CH2:22][CH2:21][CH2:20][O:19]1)(=[O:5])=[O:4]. (2) Given the reactants [OH:1][C:2]1[CH:7]=[CH:6][C:5]([C:8]2[CH:13]=[CH:12][C:11]([C:14]#[N:15])=[CH:10][CH:9]=2)=[CH:4][CH:3]=1.[CH2:16]([O:18][C:19]([C:21]1([CH2:36]I)[CH2:25][CH2:24][N:23]([C:26](=[O:35])[C:27]2[CH:32]=[CH:31][C:30]([O:33][CH3:34])=[CH:29][CH:28]=2)[CH2:22]1)=[O:20])[CH3:17], predict the reaction product. The product is: [CH2:16]([O:18][C:19]([C:21]1([CH2:36][O:1][C:2]2[CH:3]=[CH:4][C:5]([C:8]3[CH:13]=[CH:12][C:11]([C:14]#[N:15])=[CH:10][CH:9]=3)=[CH:6][CH:7]=2)[CH2:25][CH2:24][N:23]([C:26](=[O:35])[C:27]2[CH:28]=[CH:29][C:30]([O:33][CH3:34])=[CH:31][CH:32]=2)[CH2:22]1)=[O:20])[CH3:17]. (3) Given the reactants [NH2:1][C:2]1[CH:10]=[C:9]([F:11])[CH:8]=[CH:7][C:3]=1[C:4](O)=O.[F:12][C:13]1[CH:18]=[CH:17][CH:16]=[CH:15][C:14]=1[C:19](=O)[CH2:20][CH3:21].P(Cl)(Cl)([Cl:25])=O, predict the reaction product. The product is: [Cl:25][C:4]1[C:3]2[C:2](=[CH:10][C:9]([F:11])=[CH:8][CH:7]=2)[N:1]=[C:19]([C:14]2[CH:15]=[CH:16][CH:17]=[CH:18][C:13]=2[F:12])[C:20]=1[CH3:21].